From a dataset of Retrosynthesis with 50K atom-mapped reactions and 10 reaction types from USPTO. Predict the reactants needed to synthesize the given product. Given the product COC(=O)c1cc(-c2ccc(F)cc2)nn1CCCl, predict the reactants needed to synthesize it. The reactants are: COC(=O)c1cc(-c2ccc(F)cc2)n[nH]1.ClCCBr.